The task is: Predict the product of the given reaction.. This data is from Forward reaction prediction with 1.9M reactions from USPTO patents (1976-2016). (1) Given the reactants [CH3:1][O:2][C:3]([C:5]1[S:6][C:7]([C:11]([OH:13])=O)=[CH:8][C:9]=1[CH3:10])=[O:4].Cl.[OH:15][C:16]1[CH:17]=[C:18]([CH:22]=[CH:23][CH:24]=1)[CH2:19][CH2:20][NH2:21].C(N(CC)CC)C.C1C=CC2N(O)N=NC=2C=1.CN(C(ON1N=NC2C=CC=CC1=2)=[N+](C)C)C.F[P-](F)(F)(F)(F)F, predict the reaction product. The product is: [CH3:1][O:2][C:3]([C:5]1[S:6][C:7]([C:11](=[O:13])[NH:21][CH2:20][CH2:19][C:18]2[CH:22]=[CH:23][CH:24]=[C:16]([OH:15])[CH:17]=2)=[CH:8][C:9]=1[CH3:10])=[O:4]. (2) Given the reactants CS(O[CH:6]1[CH2:11][N:10]([C:12]([O:14][C:15]([CH3:18])([CH3:17])[CH3:16])=[O:13])[CH2:9][CH:8]([C:19]([O:21][CH3:22])=[O:20])[CH2:7]1)(=O)=O.[N-:23]=[N+:24]=[N-:25].[Na+], predict the reaction product. The product is: [N:23]([CH:6]1[CH2:11][N:10]([C:12]([O:14][C:15]([CH3:18])([CH3:17])[CH3:16])=[O:13])[CH2:9][CH:8]([C:19]([O:21][CH3:22])=[O:20])[CH2:7]1)=[N+:24]=[N-:25]. (3) Given the reactants [C-]#N.[K+].[C:4]([O:12]C)(=O)[C:5]1[CH:10]=[CH:9][N:8]=[CH:7][CH:6]=1.[NH2:14][OH:15].O, predict the reaction product. The product is: [OH:15][NH:14][C:4](=[O:12])[C:5]1[CH:10]=[CH:9][N:8]=[CH:7][CH:6]=1. (4) The product is: [C:19]([C:18]1[C:27]([C:28]2[CH:33]=[C:32]([C:34]([F:35])([F:36])[F:37])[CH:31]=[C:30]([S:38]([CH:41]([CH3:42])[CH3:43])(=[O:39])=[O:40])[CH:29]=2)=[CH:15][N:16]([CH2:21][C:22]([OH:24])=[O:23])[CH:17]=1)#[N:20]. Given the reactants ClC1C=C(C2[C:18]([C:19]#[N:20])=[CH:17][N:16]([CH2:21][C:22]([OH:24])=[O:23])[CH:15]=2)C=C(S(=O)(=O)N(C)C)C=1.CO[C:27](=O)[C:28]1[CH:33]=[C:32]([C:34]([F:37])([F:36])[F:35])[CH:31]=[C:30]([S:38]([CH:41]([CH3:43])[CH3:42])(=[O:40])=[O:39])[CH:29]=1, predict the reaction product. (5) Given the reactants [CH3:1][O:2][C:3]1[CH:4]=[CH:5][C:6]([C:16]([F:19])([F:18])[F:17])=[C:7]([C:9]2[CH:14]=[CH:13][CH:12]=[C:11]([NH2:15])[CH:10]=2)[CH:8]=1.[N+:20]([C:23]1[CH:31]=[C:30]2[C:26]([CH:27]=[C:28]([C:32](O)=[O:33])[NH:29]2)=[CH:25][CH:24]=1)([O-:22])=[O:21].CN(C(ON1N=NC2C=CC=NC1=2)=[N+](C)C)C.F[P-](F)(F)(F)(F)F.CCN(C(C)C)C(C)C, predict the reaction product. The product is: [CH3:1][O:2][C:3]1[CH:4]=[CH:5][C:6]([C:16]([F:17])([F:18])[F:19])=[C:7]([C:9]2[CH:14]=[CH:13][CH:12]=[C:11]([NH:15][C:32]([C:28]3[NH:29][C:30]4[C:26]([CH:27]=3)=[CH:25][CH:24]=[C:23]([N+:20]([O-:22])=[O:21])[CH:31]=4)=[O:33])[CH:10]=2)[CH:8]=1. (6) Given the reactants [C:1]([O:5][C:6](=[O:16])[CH:7]([C:10]1[CH:15]=[CH:14][CH:13]=[CH:12][CH:11]=1)[CH2:8][NH2:9])([CH3:4])([CH3:3])[CH3:2].C[O:18][C:19]([C:21]1[N:22]=[C:23]([C:39]#[N:40])[C:24]2[C:29]([C:30]=1[OH:31])=[CH:28][CH:27]=[C:26]([O:32][C:33]1[CH:38]=[CH:37][CH:36]=[CH:35][CH:34]=1)[CH:25]=2)=O.C1CCN2C(=NCCC2)CC1, predict the reaction product. The product is: [C:1]([O:5][C:6](=[O:16])[CH:7]([C:10]1[CH:11]=[CH:12][CH:13]=[CH:14][CH:15]=1)[CH2:8][NH:9][C:19]([C:21]1[N:22]=[C:23]([C:39]#[N:40])[C:24]2[C:29]([C:30]=1[OH:31])=[CH:28][CH:27]=[C:26]([O:32][C:33]1[CH:38]=[CH:37][CH:36]=[CH:35][CH:34]=1)[CH:25]=2)=[O:18])([CH3:4])([CH3:2])[CH3:3].